This data is from Forward reaction prediction with 1.9M reactions from USPTO patents (1976-2016). The task is: Predict the product of the given reaction. (1) Given the reactants Cl[C:2]1[N:3]=[N:4][C:5]([Cl:9])=[CH:6][C:7]=1[CH3:8].[OH-].[NH4+:11], predict the reaction product. The product is: [Cl:9][C:5]1[N:4]=[N:3][C:2]([NH2:11])=[C:7]([CH3:8])[CH:6]=1. (2) The product is: [CH3:13][C:6]1([CH3:14])[C:7]2[C:12](=[CH:11][CH:10]=[CH:9][CH:8]=2)[NH:4][C:5]1=[O:15]. Given the reactants C([N:4]1[C:12]2[C:7](=[CH:8][CH:9]=[CH:10][CH:11]=2)[C:6]([CH3:14])([CH3:13])[C:5]1=[O:15])(=O)C, predict the reaction product. (3) Given the reactants [CH2:1]([C:11]1[C:19](=O)[N:18]2[C:14]([NH:15][C:16]3[CH:24]=[CH:23][CH:22]=[CH:21][C:17]=32)=[C:13]([C:25]#[N:26])[C:12]=1[CH3:27])[CH2:2][CH2:3][CH2:4][CH2:5][CH2:6][CH2:7][CH2:8][CH2:9][CH3:10].P(Cl)(Cl)([Cl:30])=O, predict the reaction product. The product is: [Cl:30][C:19]1[N:18]2[C:14](=[N:15][C:16]3[CH:24]=[CH:23][CH:22]=[CH:21][C:17]=32)[C:13]([C:25]#[N:26])=[C:12]([CH3:27])[C:11]=1[CH2:1][CH2:2][CH2:3][CH2:4][CH2:5][CH2:6][CH2:7][CH2:8][CH2:9][CH3:10]. (4) Given the reactants [N:1]1([CH2:7][CH2:8][CH2:9][O:10][C:11]2[CH:16]=[CH:15][C:14]([NH2:17])=[CH:13][CH:12]=2)[CH2:6][CH2:5][CH2:4][CH2:3][CH2:2]1.[F:18][C:19]1[CH:27]=[C:26]2[C:22]([C:23](=[CH:29]O)[C:24](=[O:28])[NH:25]2)=[CH:21][CH:20]=1, predict the reaction product. The product is: [F:18][C:19]1[CH:27]=[C:26]2[C:22]([C:23](=[CH:29][NH:17][C:14]3[CH:13]=[CH:12][C:11]([O:10][CH2:9][CH2:8][CH2:7][N:1]4[CH2:2][CH2:3][CH2:4][CH2:5][CH2:6]4)=[CH:16][CH:15]=3)[C:24](=[O:28])[NH:25]2)=[CH:21][CH:20]=1. (5) The product is: [F:36][C:33]1[CH:34]=[CH:35][C:30]([N:24]2[C:25]([C:26]([F:27])([F:29])[F:28])=[C:21]([C:19]([NH:18][C@@H:4]([CH2:5][C:6]3[CH:7]=[CH:8][C:9]([C:12]4[CH:13]=[CH:14][C:15]([C:59]([F:62])([F:61])[F:60])=[CH:16][CH:17]=4)=[CH:10][CH:11]=3)[C:3]([OH:2])=[O:37])=[O:20])[CH:22]=[N:23]2)=[CH:31][CH:32]=1. Given the reactants C[O:2][C:3](=[O:37])[CH:4]([NH:18][C:19]([C:21]1[CH:22]=[N:23][N:24]([C:30]2[CH:35]=[CH:34][C:33]([F:36])=[CH:32][CH:31]=2)[C:25]=1[C:26]([F:29])([F:28])[F:27])=[O:20])[CH2:5][C:6]1[CH:11]=[CH:10][C:9]([C:12]2[CH:17]=[CH:16][CH:15]=[CH:14][CH:13]=2)=[CH:8][CH:7]=1.[Li+].[OH-].C1(C2C=CC=CC=2)C=CC(CC(NC(C2C=NN(C3C=CC(F)=CC=3)C=2[C:59]([F:62])([F:61])[F:60])=O)C(O)=O)=CC=1, predict the reaction product.